From a dataset of Catalyst prediction with 721,799 reactions and 888 catalyst types from USPTO. Predict which catalyst facilitates the given reaction. (1) Reactant: [CH:1]1([NH2:5])[CH2:4][CH2:3][CH2:2]1.C1N=CN([C:11](N2C=NC=C2)=[O:12])C=1.[CH2:18]([C@@H:20]1[CH2:24][NH:23][CH2:22][C@@H:21]1[C:25]1[N:29]2[C:30]3[CH:36]=[CH:35][N:34]([S:37]([C:40]4[CH:46]=[CH:45][C:43]([CH3:44])=[CH:42][CH:41]=4)(=[O:39])=[O:38])[C:31]=3[N:32]=[CH:33][C:28]2=[N:27][CH:26]=1)[CH3:19]. Product: [CH:1]1([NH:5][C:11]([N:23]2[CH2:22][C@H:21]([C:25]3[N:29]4[C:30]5[CH:36]=[CH:35][N:34]([S:37]([C:40]6[CH:41]=[CH:42][C:43]([CH3:44])=[CH:45][CH:46]=6)(=[O:38])=[O:39])[C:31]=5[N:32]=[CH:33][C:28]4=[N:27][CH:26]=3)[C@H:20]([CH2:18][CH3:19])[CH2:24]2)=[O:12])[CH2:4][CH2:3][CH2:2]1. The catalyst class is: 23. (2) Reactant: [H-].[Na+].[CH3:3][CH:4]([C:10]([O:12][CH2:13][CH3:14])=[O:11])[C:5]([O:7][CH2:8][CH3:9])=[O:6].[Cl:15][C:16]1[N:17]=[N:18][C:19](Cl)=[CH:20][CH:21]=1. Product: [Cl:15][C:16]1[N:17]=[N:18][C:19]([C:4]([CH3:3])([C:5]([O:7][CH2:8][CH3:9])=[O:6])[C:10]([O:12][CH2:13][CH3:14])=[O:11])=[CH:20][CH:21]=1. The catalyst class is: 12. (3) Reactant: [CH3:1][NH:2][C:3]1[CH:16]=[CH:15][C:6]([O:7][C:8]2[CH:13]=[CH:12][N:11]=[C:10]([NH2:14])[CH:9]=2)=[CH:5][C:4]=1[N+:17]([O-:19])=[O:18].C(N(CC)CC)C.[Cl:27][CH2:28][C:29](Cl)=[O:30]. Product: [CH3:1][NH:2][C:3]1[CH:16]=[CH:15][C:6]([O:7][C:8]2[CH:13]=[CH:12][N:11]=[C:10]([NH:14][C:29](=[O:30])[CH2:28][Cl:27])[CH:9]=2)=[CH:5][C:4]=1[N+:17]([O-:19])=[O:18]. The catalyst class is: 7. (4) Reactant: C(OC([NH:8][C@H:9]([C:17]1[CH:22]=[CH:21][CH:20]=[CH:19][CH:18]=1)[CH2:10]COS(C)(=O)=O)=O)(C)(C)C.[F:23][C:24]1[C:29]([O:30][CH3:31])=[CH:28][CH:27]=[CH:26][C:25]=1[C:32]1[C:33](=[O:52])[NH:34][C:35](=[O:51])[N:36]([CH2:39][C:40]2[C:45]([C:46]([F:49])([F:48])[F:47])=[CH:44][CH:43]=[CH:42][C:41]=2[F:50])[C:37]=1[CH3:38].C(=O)([O-])[O-].[K+].[K+].[C:59]([O:62][CH:63]([CH3:65])[CH3:64])(=[O:61])[CH3:60]. Product: [NH2:8][C@H:9]([C:17]1[CH:22]=[CH:21][CH:20]=[CH:19][CH:18]=1)[CH2:10][N:34]1[C:33](=[O:52])[C:32]([C:25]2[CH:26]=[CH:27][CH:28]=[C:29]([O:30][CH3:31])[C:24]=2[F:23])=[C:37]([CH3:38])[N:36]([CH2:39][C:40]2[C:45]([C:46]([F:48])([F:49])[F:47])=[CH:44][CH:43]=[CH:42][C:41]=2[F:50])[C:35]1=[O:51].[C:59]([O:62][CH:63]([CH3:65])[CH3:64])(=[O:61])[CH3:60]. The catalyst class is: 136. (5) Reactant: [N+:1]([C:4]1[CH:13]=[CH:12][C:7]2[NH:8][C:9](=[O:11])[S:10][C:6]=2[CH:5]=1)([O-:3])=[O:2].N12CCCN=C1CC[CH2:17][CH2:16][CH2:15]2.IC(C)C. Product: [N+:1]([C:4]1[CH:13]=[CH:12][C:7]2[N:8]([CH:16]([CH3:17])[CH3:15])[C:9](=[O:11])[S:10][C:6]=2[CH:5]=1)([O-:3])=[O:2]. The catalyst class is: 35.